This data is from Catalyst prediction with 721,799 reactions and 888 catalyst types from USPTO. The task is: Predict which catalyst facilitates the given reaction. (1) Reactant: C(OP([CH:9]1[C:14](=[O:15])[NH:13][C:12]2[CH:16]=[CH:17][CH:18]=[CH:19][C:11]=2[S:10]1)(=O)OCC)C.[CH2:20]=O.O.C[O-].[Na+]. Product: [CH2:20]=[C:9]1[C:14](=[O:15])[NH:13][C:12]2[CH:16]=[CH:17][CH:18]=[CH:19][C:11]=2[S:10]1. The catalyst class is: 5. (2) Reactant: [H-].C([Al+]CC(C)C)C(C)C.[CH:11]([N:14]1[C:18]([C:19]([F:22])([F:21])[F:20])=[C:17]([C:23](OCC)=[O:24])[CH:16]=[N:15]1)([CH3:13])[CH3:12].Cl. Product: [CH:11]([N:14]1[C:18]([C:19]([F:21])([F:20])[F:22])=[C:17]([CH2:23][OH:24])[CH:16]=[N:15]1)([CH3:13])[CH3:12]. The catalyst class is: 11. (3) Reactant: [CH2:1]([O:4][C:5]1[CH:12]=[CH:11][C:10]([O:13][CH3:14])=[CH:9][C:6]=1[CH2:7][NH2:8])[CH:2]=[CH2:3].[O:15]1[C@@H:17]([C@@H:18]([NH:26][C:27]([O:29][C:30]([CH3:33])([CH3:32])[CH3:31])=[O:28])[CH2:19][C:20]2[CH:25]=[CH:24][CH:23]=[CH:22][CH:21]=2)[CH2:16]1.Cl([O-])(=O)(=O)=O.[Li+]. Product: [CH2:1]([O:4][C:5]1[CH:12]=[CH:11][C:10]([O:13][CH3:14])=[CH:9][C:6]=1[CH2:7][NH:8][CH2:16][C@@H:17]([OH:15])[C@@H:18]([NH:26][C:27](=[O:28])[O:29][C:30]([CH3:32])([CH3:31])[CH3:33])[CH2:19][C:20]1[CH:25]=[CH:24][CH:23]=[CH:22][CH:21]=1)[CH:2]=[CH2:3]. The catalyst class is: 10. (4) Reactant: [NH2:1][C:2]1[CH:3]=[C:4]([CH:9]=[C:10]([O:12][C:13]2[CH:22]=[CH:21][C:20]3[CH2:19][CH2:18][C@H:17]([N:23]([C:34]([O:36][C:37]([CH3:40])([CH3:39])[CH3:38])=[O:35])[CH2:24][C@@H:25]([C:27]4[CH:32]=[CH:31][CH:30]=[C:29]([Cl:33])[CH:28]=4)[OH:26])[CH2:16][C:15]=3[CH:14]=2)[CH:11]=1)[C:5]([O:7][CH3:8])=[O:6].[CH3:41][N:42]=[C:43]=[O:44].C(N(CC)C(C)C)(C)C.N. Product: [C:37]([O:36][C:34]([N:23]([C@@H:17]1[CH2:16][C:15]2[CH:14]=[C:13]([O:12][C:10]3[CH:9]=[C:4]([CH:3]=[C:2]([NH:1][C:43]([NH:42][CH3:41])=[O:44])[CH:11]=3)[C:5]([O:7][CH3:8])=[O:6])[CH:22]=[CH:21][C:20]=2[CH2:19][CH2:18]1)[CH2:24][C@@H:25]([C:27]1[CH:32]=[CH:31][CH:30]=[C:29]([Cl:33])[CH:28]=1)[OH:26])=[O:35])([CH3:40])([CH3:39])[CH3:38]. The catalyst class is: 96. (5) Reactant: [C:1]([C:3]1[CH:8]=[CH:7][C:6](B(O)O)=[CH:5][C:4]=1[F:12])#[N:2].Cl[C:14]1[N:19]=[C:18]([NH:20][CH3:21])[N:17]=[C:16]([N:22]2[C@H:27]([CH2:28][CH3:29])[CH2:26][O:25][C@H:24]([C:30]([NH:32][CH:33]3[CH2:38][CH2:37][CH2:36][CH2:35][CH2:34]3)=[O:31])[CH2:23]2)[CH:15]=1.C([O-])(O)=O.[Na+]. Product: [C:1]([C:3]1[CH:8]=[CH:7][C:6]([C:14]2[N:19]=[C:18]([NH:20][CH3:21])[N:17]=[C:16]([N:22]3[C@H:27]([CH2:28][CH3:29])[CH2:26][O:25][C@H:24]([C:30]([NH:32][CH:33]4[CH2:38][CH2:37][CH2:36][CH2:35][CH2:34]4)=[O:31])[CH2:23]3)[CH:15]=2)=[CH:5][C:4]=1[F:12])#[N:2]. The catalyst class is: 77. (6) The catalyst class is: 7. Reactant: [C:1]([O:5][C:6](=[O:19])[C:7]([S:10][C:11]1[S:12][CH:13]=[C:14]([C:16](=[O:18])[CH3:17])[N:15]=1)([CH3:9])[CH3:8])([CH3:4])([CH3:3])[CH3:2].[Br-:20].[Br-].[Br-].C1([N+](C)(C)C)C=CC=CC=1.C1([N+](C)(C)C)C=CC=CC=1.C1([N+](C)(C)C)C=CC=CC=1. Product: [C:1]([O:5][C:6](=[O:19])[C:7]([S:10][C:11]1[S:12][CH:13]=[C:14]([C:16](=[O:18])[CH2:17][Br:20])[N:15]=1)([CH3:9])[CH3:8])([CH3:2])([CH3:3])[CH3:4]. (7) Product: [C:1]([NH:9][C:10]1[CH:15]=[CH:14][C:13]([C@@H:16]2[CH2:18][C@H:17]2[C:19]([OH:21])=[O:20])=[CH:12][C:11]=1[CH3:24])(=[O:8])[C:2]1[CH:7]=[CH:6][CH:5]=[CH:4][CH:3]=1. Reactant: [C:1]([NH:9][C:10]1[CH:15]=[CH:14][C:13]([C@@H:16]2[CH2:18][C@H:17]2[C:19]([O:21]CC)=[O:20])=[CH:12][C:11]=1[CH3:24])(=[O:8])[C:2]1[CH:7]=[CH:6][CH:5]=[CH:4][CH:3]=1.[OH-].[Na+].Cl. The catalyst class is: 8.